From a dataset of NCI-60 drug combinations with 297,098 pairs across 59 cell lines. Regression. Given two drug SMILES strings and cell line genomic features, predict the synergy score measuring deviation from expected non-interaction effect. Drug 2: CN(CCCl)CCCl.Cl. Synergy scores: CSS=64.1, Synergy_ZIP=-1.50, Synergy_Bliss=-2.67, Synergy_Loewe=-7.15, Synergy_HSA=-1.54. Drug 1: C1=NC2=C(N1)C(=S)N=CN2. Cell line: SR.